This data is from Forward reaction prediction with 1.9M reactions from USPTO patents (1976-2016). The task is: Predict the product of the given reaction. (1) Given the reactants [NH2:1][C:2]1[CH:3]=[C:4]([S:8]([NH2:11])(=[O:10])=[O:9])[CH:5]=[CH:6][CH:7]=1.Cl[C:13](OC(Cl)(Cl)Cl)=[O:14], predict the reaction product. The product is: [N:1]([C:2]1[CH:3]=[C:4]([S:8]([NH2:11])(=[O:9])=[O:10])[CH:5]=[CH:6][CH:7]=1)=[C:13]=[O:14]. (2) Given the reactants [O:1]1[C:5]2[CH:6]=[CH:7][C:8]([C:10]3[N:11]=[C:12]([OH:31])[C:13]4[CH2:19][N:18]([C:20]([NH:22][C:23]5[CH:28]=[CH:27][CH:26]=[C:25]([CH2:29][CH3:30])[CH:24]=5)=[O:21])[CH2:17][CH2:16][C:14]=4[N:15]=3)=[CH:9][C:4]=2[O:3][CH2:2]1.C(N(CC)CC)C.[C:39]1([CH3:49])[CH:44]=[CH:43][C:42]([S:45](Cl)(=[O:47])=[O:46])=[CH:41][CH:40]=1.[O-]S([O-])(=O)=O.[Na+].[Na+], predict the reaction product. The product is: [CH3:49][C:39]1[CH:44]=[CH:43][C:42]([S:45]([O:31][C:12]2[C:13]3[CH2:19][N:18]([C:20]([NH:22][C:23]4[CH:28]=[CH:27][CH:26]=[C:25]([CH2:29][CH3:30])[CH:24]=4)=[O:21])[CH2:17][CH2:16][C:14]=3[N:15]=[C:10]([C:8]3[CH:7]=[CH:6][C:5]4[O:1][CH2:2][O:3][C:4]=4[CH:9]=3)[N:11]=2)(=[O:47])=[O:46])=[CH:41][CH:40]=1. (3) Given the reactants C1(C)C=CC=CC=1.C(O)(C)C.Br[C:13]1[N:14]=[C:15]([NH:22][C:23]2[CH:28]=[CH:27][C:26]([N:29]3[CH2:34][CH2:33][O:32][CH2:31][CH2:30]3)=[C:25]([O:35][CH3:36])[CH:24]=2)[C:16]2[N:17]([CH:19]=[CH:20][N:21]=2)[CH:18]=1.CC1(C)C(C)(C)OB([C:45]2[CH:54]=[N:53][C:48]3[O:49][CH2:50][CH2:51][NH:52][C:47]=3[CH:46]=2)O1, predict the reaction product. The product is: [NH:52]1[CH2:51][CH2:50][O:49][C:48]2[N:53]=[CH:54][C:45]([C:13]3[N:14]=[C:15]([NH:22][C:23]4[CH:28]=[CH:27][C:26]([N:29]5[CH2:30][CH2:31][O:32][CH2:33][CH2:34]5)=[C:25]([O:35][CH3:36])[CH:24]=4)[C:16]4[N:17]([CH:19]=[CH:20][N:21]=4)[CH:18]=3)=[CH:46][C:47]1=2.